From a dataset of Catalyst prediction with 721,799 reactions and 888 catalyst types from USPTO. Predict which catalyst facilitates the given reaction. Reactant: [F:1][C:2]1[CH:7]=[C:6]([O:8][CH3:9])[CH:5]=[CH:4][C:3]=1[C:10](=O)[CH2:11][C:12]#[N:13].O.[NH2:16][NH2:17]. Product: [F:1][C:2]1[CH:7]=[C:6]([O:8][CH3:9])[CH:5]=[CH:4][C:3]=1[C:10]1[NH:17][N:16]=[C:12]([NH2:13])[CH:11]=1. The catalyst class is: 8.